From a dataset of Full USPTO retrosynthesis dataset with 1.9M reactions from patents (1976-2016). Predict the reactants needed to synthesize the given product. (1) The reactants are: [CH3:1]/[C:2](/[CH:6]=[CH:7]/[C:8]1[CH:13]=[CH:12][C:11]([C:14]([F:17])([F:16])[F:15])=[CH:10][CH:9]=1)=[CH:3]\[CH2:4][OH:5]. Given the product [CH3:1]/[C:2](/[CH:6]=[CH:7]/[C:8]1[CH:9]=[CH:10][C:11]([C:14]([F:15])([F:16])[F:17])=[CH:12][CH:13]=1)=[CH:3]\[CH:4]=[O:5], predict the reactants needed to synthesize it. (2) The reactants are: [C:1]1([N:7]2[C:11]([NH:12][C:13](=[O:21])OC3C=CC=CC=3)=[CH:10][C:9]([C:22]3([C:25]([F:28])([F:27])[F:26])[CH2:24][CH2:23]3)=[N:8]2)[CH:6]=[CH:5][CH:4]=[CH:3][CH:2]=1.[CH3:29][O:30][C:31]1[CH:32]=[C:33]2[C:38](=[CH:39][C:40]=1[O:41][CH3:42])[N:37]=[CH:36][N:35]=[C:34]2[O:43][C:44]1[CH:45]=[C:46]([CH:48]=[CH:49][CH:50]=1)[NH2:47]. Given the product [CH3:29][O:30][C:31]1[CH:32]=[C:33]2[C:38](=[CH:39][C:40]=1[O:41][CH3:42])[N:37]=[CH:36][N:35]=[C:34]2[O:43][C:44]1[CH:45]=[C:46]([NH:47][C:13]([NH:12][C:11]2[N:7]([C:1]3[CH:2]=[CH:3][CH:4]=[CH:5][CH:6]=3)[N:8]=[C:9]([C:22]3([C:25]([F:26])([F:28])[F:27])[CH2:24][CH2:23]3)[CH:10]=2)=[O:21])[CH:48]=[CH:49][CH:50]=1, predict the reactants needed to synthesize it. (3) Given the product [F:1][C:2]([F:7])([F:6])[C:3]([OH:5])=[O:4].[CH3:37][N:31]1[CH2:30][C:29]([NH:28][C:21]2[C:22]([C:24]([F:25])([F:27])[F:26])=[CH:23][C:18]3[O:17][CH2:16][C:11]4=[N:12][NH:13][C:14](=[O:15])[C@H:9]([CH3:8])[N:10]4[C:19]=3[CH:20]=2)([CH3:33])[CH2:32]1.[F:1][C:2]([F:7])([F:6])[C:3]([OH:5])=[O:4].[CH3:2][N:31]1[CH2:30][C:29]([NH:28][C:21]2[C:22]([C:24]([F:25])([F:27])[F:26])=[CH:23][C:18]3[O:17][CH2:16][C:11]4=[N:12][NH:13][C:14](=[O:15])[C@@H:9]([CH3:8])[N:10]4[C:19]=3[CH:20]=2)([CH3:33])[CH2:32]1, predict the reactants needed to synthesize it. The reactants are: [F:1][C:2]([F:7])([F:6])[C:3]([OH:5])=[O:4].[CH3:8][CH:9]1[C:14](=[O:15])[NH:13][N:12]=[C:11]2[CH2:16][O:17][C:18]3[CH:23]=[C:22]([C:24]([F:27])([F:26])[F:25])[C:21]([NH:28][C:29]4([CH3:33])[CH2:32][NH:31][CH2:30]4)=[CH:20][C:19]=3[N:10]12.C=O.[BH3-][C:37]#N.[Na+]. (4) The reactants are: [CH:1]([N:4]([CH:23]([CH3:25])[CH3:24])[CH2:5][CH2:6][C@@H:7]([C:14]1[CH:19]=[C:18]([CH2:20][OH:21])[CH:17]=[CH:16][C:15]=1[OH:22])[C:8]1[CH:13]=[CH:12][CH:11]=[CH:10][CH:9]=1)([CH3:3])[CH3:2].[C:26](Cl)(=[O:30])[CH:27]([CH3:29])[CH3:28].C(N(CC)CC)C.O. Given the product [CH3:28][CH:27]([C:26]([O:22][C:15]1[CH:16]=[CH:17][C:18]([CH2:20][OH:21])=[CH:19][C:14]=1[C@@H:7]([C:8]1[CH:13]=[CH:12][CH:11]=[CH:10][CH:9]=1)[CH2:6][CH2:5][N:4]([CH:1]([CH3:3])[CH3:2])[CH:23]([CH3:25])[CH3:24])=[O:30])[CH3:29], predict the reactants needed to synthesize it.